From a dataset of Full USPTO retrosynthesis dataset with 1.9M reactions from patents (1976-2016). Predict the reactants needed to synthesize the given product. (1) Given the product [Br:1][C:2]1[CH:3]=[CH:4][C:5]([O:13][CH3:14])=[C:6]2[C:11]=1[O:10][CH2:9][C@H:8]([N:12]1[CH2:19][CH2:18][CH2:17][CH2:16]1)[CH2:7]2, predict the reactants needed to synthesize it. The reactants are: [Br:1][C:2]1[CH:3]=[CH:4][C:5]([O:13][CH3:14])=[C:6]2[C:11]=1[O:10][CH2:9][C@H:8]([NH2:12])[CH2:7]2.Br[CH2:16][CH2:17][CH2:18][CH2:19]Br.CCN(C(C)C)C(C)C.C(=O)([O-])O.[Na+]. (2) Given the product [C:3]([O:7][C:8]([N:10]1[CH2:15][CH:14]([C:16]2[CH:21]=[C:20]([F:22])[CH:19]=[C:18]([F:23])[CH:17]=2)[N:13]([CH2:24][C:25]([OH:27])=[O:26])[C:12](=[O:29])[C@H:11]1[CH2:30][CH:31]1[CH2:32][CH2:33][CH2:34][CH2:35][CH2:36][CH2:37]1)=[O:9])([CH3:6])([CH3:4])[CH3:5], predict the reactants needed to synthesize it. The reactants are: [OH-].[Li+].[C:3]([O:7][C:8]([N:10]1[CH2:15][CH:14]([C:16]2[CH:21]=[C:20]([F:22])[CH:19]=[C:18]([F:23])[CH:17]=2)[N:13]([CH2:24][C:25]([O:27]C)=[O:26])[C:12](=[O:29])[C@H:11]1[CH2:30][CH:31]1[CH2:37][CH2:36][CH2:35][CH2:34][CH2:33][CH2:32]1)=[O:9])([CH3:6])([CH3:5])[CH3:4].Cl. (3) The reactants are: Br[C:2]1[CH:7]=[CH:6][CH:5]=[CH:4][N:3]=1.C([Li])CCC.[CH2:13]1[O:23][C:16]2([CH2:21][CH2:20][C:19](=[O:22])[CH2:18][CH2:17]2)[O:15][CH2:14]1. Given the product [N:3]1[CH:4]=[CH:5][CH:6]=[CH:7][C:2]=1[C:19]1([OH:22])[CH2:20][CH2:21][C:16]2([O:23][CH2:13][CH2:14][O:15]2)[CH2:17][CH2:18]1, predict the reactants needed to synthesize it. (4) Given the product [CH2:18]([O:17][C:15]([C:14]1[CH:13]=[N:9][N:8]([CH:2]2[CH2:7][CH2:6][CH2:5][CH2:4][CH2:3]2)[C:20]=1[NH2:21])=[O:16])[CH3:19], predict the reactants needed to synthesize it. The reactants are: Cl.[CH:2]1([NH:8][NH2:9])[CH2:7][CH2:6][CH2:5][CH2:4][CH2:3]1.C(O[CH:13]=[C:14]([C:20]#[N:21])[C:15]([O:17][CH2:18][CH3:19])=[O:16])C.C([O-])(=O)C.[Na+].